Dataset: Forward reaction prediction with 1.9M reactions from USPTO patents (1976-2016). Task: Predict the product of the given reaction. (1) Given the reactants [CH3:1][CH:2]([CH2:5][OH:6])[CH2:3][OH:4].[O:7]1[CH:12]=[CH:11][CH2:10][CH2:9][CH2:8]1, predict the reaction product. The product is: [CH3:1][CH:2]([CH2:5][O:6][CH:8]1[CH2:9][CH2:10][CH2:11][CH2:12][O:7]1)[CH2:3][OH:4]. (2) Given the reactants FC1CCN(C2C=CN3C=C(C4C=CC=CC=4)N=C3C=2)CC1.Br[C:24]1[CH:29]=[CH:28][N:27]2[CH:30]=[C:31]([C:33]3[CH:38]=[CH:37][C:36]([CH3:39])=[CH:35][CH:34]=3)[N:32]=[C:26]2[CH:25]=1.Cl.[CH3:41][O:42][C@H:43]1[CH2:47][CH2:46][NH:45][CH2:44]1, predict the reaction product. The product is: [CH3:41][O:42][C@H:43]1[CH2:47][CH2:46][N:45]([C:24]2[CH:29]=[CH:28][N:27]3[CH:30]=[C:31]([C:33]4[CH:38]=[CH:37][C:36]([CH3:39])=[CH:35][CH:34]=4)[N:32]=[C:26]3[CH:25]=2)[CH2:44]1. (3) Given the reactants [Cl:1][C:2]1[N:7]=[C:6](Cl)[CH:5]=[C:4]([CH2:9][CH2:10][CH3:11])[N:3]=1.[NH:12]1[CH2:17][CH2:16][CH2:15][CH2:14][CH2:13]1, predict the reaction product. The product is: [Cl:1][C:2]1[N:7]=[C:6]([N:12]2[CH2:17][CH2:16][CH2:15][CH2:14][CH2:13]2)[CH:5]=[C:4]([CH2:9][CH2:10][CH3:11])[N:3]=1. (4) Given the reactants [CH3:1][S:2]([NH:5][C:6](=[O:37])[C:7]1[CH:12]=[CH:11][C:10]([CH2:13][N:14]2[CH2:19][CH2:18][CH:17]([CH2:20][N:21]([C@@H:28]3[CH2:30][C@H:29]3[C:31]3[CH:36]=[CH:35][CH:34]=[CH:33][CH:32]=3)C(=O)C(F)(F)F)[CH2:16][CH2:15]2)=[CH:9][CH:8]=1)(=[O:4])=[O:3].[OH-].[Na+], predict the reaction product. The product is: [CH3:1][S:2]([NH:5][C:6](=[O:37])[C:7]1[CH:8]=[CH:9][C:10]([CH2:13][N:14]2[CH2:15][CH2:16][CH:17]([CH2:20][NH:21][C@@H:28]3[CH2:30][C@H:29]3[C:31]3[CH:36]=[CH:35][CH:34]=[CH:33][CH:32]=3)[CH2:18][CH2:19]2)=[CH:11][CH:12]=1)(=[O:3])=[O:4].